Dataset: Reaction yield outcomes from USPTO patents with 853,638 reactions. Task: Predict the reaction yield, written as a fraction of the theoretical maximum amount of product (1.0 means a 100% yield; for example, 0.34 means a 34% yield). The reactants are Br[C:2]([F:9])([F:8])[C:3]([O:5][CH2:6][CH3:7])=[O:4].Br[C:11]1[CH:16]=[CH:15][CH:14]=[CH:13][N:12]=1.P([O-])(O)(O)=O.[K+]. The catalyst is CS(C)=O.C(OCC)(=O)C.[Cu]. The product is [N:12]1[CH:13]=[CH:14][CH:15]=[CH:16][C:11]=1[C:2]([F:9])([F:8])[C:3]([O:5][CH2:6][CH3:7])=[O:4]. The yield is 0.820.